Dataset: Forward reaction prediction with 1.9M reactions from USPTO patents (1976-2016). Task: Predict the product of the given reaction. (1) Given the reactants [Cl:1][C:2]1[N:7]=[C:6]([CH2:8][C:9]([C:11]2[CH:12]=[CH:13][C:14]([F:29])=[C:15]([NH:17][S:18]([C:21]3[CH:26]=[C:25]([F:27])[CH:24]=[CH:23][C:22]=3[F:28])(=[O:20])=[O:19])[CH:16]=2)=O)[CH:5]=[CH:4][N:3]=1.C1C(=O)N(Br)C(=O)C1.[CH:38]1([C:42](=[S:44])[NH2:43])[CH2:41][CH2:40][CH2:39]1, predict the reaction product. The product is: [Cl:1][C:2]1[N:7]=[C:6]([C:8]2[S:44][C:42]([CH:38]3[CH2:41][CH2:40][CH2:39]3)=[N:43][C:9]=2[C:11]2[CH:12]=[CH:13][C:14]([F:29])=[C:15]([NH:17][S:18]([C:21]3[CH:26]=[C:25]([F:27])[CH:24]=[CH:23][C:22]=3[F:28])(=[O:20])=[O:19])[CH:16]=2)[CH:5]=[CH:4][N:3]=1. (2) Given the reactants [Cl:1][C:2]1[CH:7]=[CH:6][CH:5]=[CH:4][C:3]=1[N:8]1[C:12]([C:13](O)=[O:14])=[CH:11][C:10]([C:16]([F:19])([F:18])[F:17])=[N:9]1.C(Cl)(Cl)[Cl:21].C(Cl)(=O)C(Cl)=O, predict the reaction product. The product is: [Cl:1][C:2]1[CH:7]=[CH:6][CH:5]=[CH:4][C:3]=1[N:8]1[C:12]([C:13]([Cl:21])=[O:14])=[CH:11][C:10]([C:16]([F:19])([F:18])[F:17])=[N:9]1.